This data is from Reaction yield outcomes from USPTO patents with 853,638 reactions. The task is: Predict the reaction yield, written as a fraction of the theoretical maximum amount of product (1.0 means a 100% yield; for example, 0.34 means a 34% yield). (1) The reactants are [NH2:1][C:2]1[C:10]([NH2:11])=[CH:9][CH:8]=[CH:7][C:3]=1[C:4]([OH:6])=[O:5].[Cl:12][C:13]1[CH:20]=[CH:19][C:16]([CH:17]=O)=[CH:15][N:14]=1.S(S([O-])=O)([O-])(=O)=O.[Na+].[Na+]. The catalyst is CN(C=O)C.O. The product is [Cl:12][C:13]1[N:14]=[CH:15][C:16]([C:17]2[NH:11][C:10]3[CH:9]=[CH:8][CH:7]=[C:3]([C:4]([OH:6])=[O:5])[C:2]=3[N:1]=2)=[CH:19][CH:20]=1. The yield is 0.950. (2) The reactants are [F:1][C:2]1[CH:9]=[CH:8][CH:7]=[CH:6][C:3]=1[CH2:4]Br.CC1(C)C(C)(C)OB([C:18]2[CH:19]=[C:20]3[C:24](=[CH:25][CH:26]=2)[CH:23]([NH:27][S:28]([CH:31]([CH3:33])[CH3:32])(=[O:30])=[O:29])[CH2:22][CH2:21]3)O1.C(=O)([O-])[O-].[Na+].[Na+]. The catalyst is O1CCCC1.O.C(Cl)Cl.C1C(=O)[N-]C(=O)C1.C1C=CC(P(C2C=CC=CC=2)C2C=CC=CC=2)=CC=1.C1C=CC(P(C2C=CC=CC=2)C2C=CC=CC=2)=CC=1.Br[Pd+]. The product is [F:1][C:2]1[CH:9]=[CH:8][CH:7]=[CH:6][C:3]=1[CH2:4][C:18]1[CH:19]=[C:20]2[C:24](=[CH:25][CH:26]=1)[CH:23]([NH:27][S:28]([CH:31]([CH3:33])[CH3:32])(=[O:29])=[O:30])[CH2:22][CH2:21]2. The yield is 0.660. (3) The reactants are [Cl:1][C:2]1[CH:3]=[C:4]([C:12]2[O:16][N:15]=[C:14]([C:17]([NH:19][C:20]3[CH:25]=[CH:24][C:23]([O:26][CH2:27][CH:28]4[CH2:30][O:29]4)=[CH:22][CH:21]=3)=[O:18])[CH:13]=2)[CH:5]=[CH:6][C:7]=1[O:8][CH:9]([CH3:11])[CH3:10].[NH3:31]. The catalyst is O1CCCC1. The product is [NH2:31][CH2:30][CH:28]([OH:29])[CH2:27][O:26][C:23]1[CH:22]=[CH:21][C:20]([NH:19][C:17]([C:14]2[CH:13]=[C:12]([C:4]3[CH:5]=[CH:6][C:7]([O:8][CH:9]([CH3:10])[CH3:11])=[C:2]([Cl:1])[CH:3]=3)[O:16][N:15]=2)=[O:18])=[CH:25][CH:24]=1. The yield is 0.240. (4) The reactants are [F:1][C:2]1[CH:9]=[CH:8][C:5]([CH:6]=O)=[CH:4][CH:3]=1.CCN(CC)CC.[F:17][C:18]1[CH:27]=[C:26]2[C:21]([C:22]([CH2:29][C:30]3[N:34]([CH3:35])[N:33]=[CH:32][N:31]=3)=[N:23][NH:24][C:25]2=[O:28])=[C:20]([NH:36][NH2:37])[CH:19]=1. The catalyst is CO. The product is [F:17][C:18]1[CH:27]=[C:26]2[C:21]([C:22]([CH2:29][C:30]3[N:34]([CH3:35])[N:33]=[CH:32][N:31]=3)=[N:23][NH:24][C:25]2=[O:28])=[C:20]([NH:36]/[N:37]=[CH:6]/[C:5]2[CH:8]=[CH:9][C:2]([F:1])=[CH:3][CH:4]=2)[CH:19]=1. The yield is 0.980. (5) The reactants are [F:1][CH:2]([F:30])[C:3]1[N:7]([C:8]2[CH:13]=[C:12]([N:14]3[CH2:19][CH2:18][O:17][CH2:16][CH2:15]3)[N:11]=[C:10](S(C)(=O)=O)[N:9]=2)[C:6]2[CH:24]=[CH:25][CH:26]=[C:27]([O:28][CH3:29])[C:5]=2[N:4]=1.[N:31]1([C:37]([O:39][C:40]([CH3:43])([CH3:42])[CH3:41])=[O:38])[CH2:36][CH2:35][NH:34][CH2:33][CH2:32]1. The catalyst is C1COCC1.O.C(O)(=O)C. The product is [F:1][CH:2]([F:30])[C:3]1[N:7]([C:8]2[CH:13]=[C:12]([N:14]3[CH2:19][CH2:18][O:17][CH2:16][CH2:15]3)[N:11]=[C:10]([N:34]3[CH2:33][CH2:32][N:31]([C:37]([O:39][C:40]([CH3:43])([CH3:42])[CH3:41])=[O:38])[CH2:36][CH2:35]3)[N:9]=2)[C:6]2[CH:24]=[CH:25][CH:26]=[C:27]([O:28][CH3:29])[C:5]=2[N:4]=1. The yield is 0.900.